Dataset: Reaction yield outcomes from USPTO patents with 853,638 reactions. Task: Predict the reaction yield, written as a fraction of the theoretical maximum amount of product (1.0 means a 100% yield; for example, 0.34 means a 34% yield). (1) The reactants are [Cl:1][C:2]1[CH:3]=[C:4]([C@H:8]([O:22][CH2:23][C:24]([O:26]CC)=O)[C@@H:9]2[CH2:14][CH2:13][CH2:12][N:11]([C:15]([O:17][C:18]([CH3:21])([CH3:20])[CH3:19])=[O:16])[CH2:10]2)[CH:5]=[CH:6][CH:7]=1.[NH3:29]. The catalyst is CO. The product is [NH2:29][C:24](=[O:26])[CH2:23][O:22][C@@H:8]([C:4]1[CH:5]=[CH:6][CH:7]=[C:2]([Cl:1])[CH:3]=1)[C@@H:9]1[CH2:14][CH2:13][CH2:12][N:11]([C:15]([O:17][C:18]([CH3:21])([CH3:20])[CH3:19])=[O:16])[CH2:10]1. The yield is 1.00. (2) The reactants are [CH2:1]([O:8][C:9]1[CH:14]=[C:13]([O:15][CH2:16][C:17]2[CH:22]=[CH:21][CH:20]=[CH:19][CH:18]=2)[C:12](Br)=[CH:11][C:10]=1[C:24]([N:26]1[CH2:34][C:33]2[C:28](=[CH:29][CH:30]=[CH:31][CH:32]=2)[CH2:27]1)=[O:25])[C:2]1[CH:7]=[CH:6][CH:5]=[CH:4][CH:3]=1.[F:35][C:36]([F:41])([F:40])C([O-])=O.[Na+]. The catalyst is [Cu]I. The product is [CH2:1]([O:8][C:9]1[CH:14]=[C:13]([O:15][CH2:16][C:17]2[CH:22]=[CH:21][CH:20]=[CH:19][CH:18]=2)[C:12]([C:36]([F:41])([F:40])[F:35])=[CH:11][C:10]=1[C:24]([N:26]1[CH2:34][C:33]2[C:28](=[CH:29][CH:30]=[CH:31][CH:32]=2)[CH2:27]1)=[O:25])[C:2]1[CH:7]=[CH:6][CH:5]=[CH:4][CH:3]=1. The yield is 0.290.